Task: Predict the product of the given reaction.. Dataset: Forward reaction prediction with 1.9M reactions from USPTO patents (1976-2016) (1) Given the reactants [CH3:1][N:2]([CH2:4][C:5]1[CH:10]=[CH:9][C:8]([C:11]#[C:12][Si:13]([CH3:16])([CH3:15])[CH3:14])=[CH:7][CH:6]=1)C.CNCC1C=CC(I)=CC=1, predict the reaction product. The product is: [CH3:1][NH:2][CH2:4][C:5]1[CH:10]=[CH:9][C:8]([C:11]#[C:12][Si:13]([CH3:15])([CH3:14])[CH3:16])=[CH:7][CH:6]=1. (2) The product is: [NH2:25][C:21]1[O:10][C:11]2[C:19]([CH:8]([C:4]3[CH:5]=[N:6][CH:7]=[C:2]([Br:1])[CH:3]=3)[C:22]=1[C:23]#[N:24])=[CH:18][CH:17]=[C:16]1[N:15]([CH3:20])[CH:14]=[CH:13][C:12]=21. Given the reactants [Br:1][C:2]1[CH:3]=[C:4]([CH:8]=O)[CH:5]=[N:6][CH:7]=1.[OH:10][C:11]1[CH:19]=[CH:18][CH:17]=[C:16]2[C:12]=1[CH:13]=[CH:14][N:15]2[CH3:20].[C:21](#[N:25])[CH2:22][C:23]#[N:24].N1CCCCC1, predict the reaction product. (3) The product is: [C:34]([CH2:33][O:17][C:10]1[CH:11]=[C:12]([C:15]#[N:16])[CH:13]=[CH:14][C:9]=1[CH2:8][NH:7][C:5](=[O:6])[C:4]1[CH:18]=[C:19]([NH:21][S:22]([CH3:25])(=[O:24])=[O:23])[CH:20]=[C:2]([Cl:1])[CH:3]=1)(=[O:35])[NH2:36]. Given the reactants [Cl:1][C:2]1[CH:3]=[C:4]([CH:18]=[C:19]([NH:21][S:22]([CH3:25])(=[O:24])=[O:23])[CH:20]=1)[C:5]([NH:7][CH2:8][C:9]1[CH:14]=[CH:13][C:12]([C:15]#[N:16])=[CH:11][C:10]=1[OH:17])=[O:6].C(=O)([O-])[O-].[Cs+].[Cs+].I[CH2:33][C:34]([NH2:36])=[O:35], predict the reaction product. (4) Given the reactants [CH3:1][CH:2]1[CH2:9][C:8]2[C:3]1=[CH:4][CH:5]=[C:6]([Si](C)(C)C)[CH:7]=2.ClN1C(=O)CCC1=O.[Br-:22].[Li+], predict the reaction product. The product is: [Br:22][C:6]1[CH:7]=[C:8]2[C:3](=[CH:4][CH:5]=1)[CH:2]([CH3:1])[CH2:9]2. (5) Given the reactants [S:1]1[C:5]2[CH:6]=[CH:7][CH:8]=[CH:9][C:4]=2[NH:3][CH2:2]1.NC1C=CC=CC=1S.C=O.[C:20]([C:22]1[CH:23]=[C:24]([CH:28]=[C:29]([O:33][C:34]([F:37])([F:36])[F:35])[C:30]=1[O:31][CH3:32])[C:25](Cl)=[O:26])#[N:21], predict the reaction product. The product is: [C:20]([C:22]1[CH:23]=[C:24]([CH:28]=[C:29]([O:33][C:34]([F:35])([F:36])[F:37])[C:30]=1[O:31][CH3:32])[C:25]([N:3]1[C:4]2[CH:9]=[CH:8][CH:7]=[CH:6][C:5]=2[S:1][CH2:2]1)=[O:26])#[N:21]. (6) Given the reactants [Cl:1][C:2]1[CH:9]=[C:8]([OH:10])[C:7](O)=[CH:6][C:3]=1[CH:4]=[O:5].[CH3:12]I.[C:14]([O-:17])([O-])=O.[K+].[K+], predict the reaction product. The product is: [Cl:1][C:2]1[CH:9]=[C:8]([O:10][CH3:12])[C:7]([O:17][CH3:14])=[CH:6][C:3]=1[CH:4]=[O:5]. (7) Given the reactants [H-].[Na+].[C:3]1([C:9]2[CH:10]=[C:11]3[C:16](=[N:17][C:18]=2[C:19]2[CH:24]=[CH:23][CH:22]=[CH:21][CH:20]=2)[NH:15][CH:14]([CH2:25][CH2:26][CH2:27][CH2:28][CH2:29][C:30]([O:32][CH2:33]C)=[O:31])[CH2:13][CH2:12]3)[CH:8]=[CH:7][CH:6]=[CH:5][CH:4]=1.I[CH3:36], predict the reaction product. The product is: [CH3:36][N:15]1[C:16]2[C:11](=[CH:10][C:9]([C:3]3[CH:4]=[CH:5][CH:6]=[CH:7][CH:8]=3)=[C:18]([C:19]3[CH:24]=[CH:23][CH:22]=[CH:21][CH:20]=3)[N:17]=2)[CH2:12][CH2:13][CH:14]1[CH2:25][CH2:26][CH2:27][CH2:28][CH2:29][C:30]([O:32][CH3:33])=[O:31]. (8) Given the reactants [Cl:1][C:2]1[CH:7]=[CH:6][C:5]([C@H:8]([NH:11][CH:12]=O)[CH2:9][CH3:10])=[C:4]([F:14])[C:3]=1[C:15]([C:17]1[CH:18]=[N:19][CH:20]=[CH:21][CH:22]=1)=[O:16].N1CCNCC1, predict the reaction product. The product is: [Cl:1][C:2]1[C:3]([CH:15]([C:17]2[CH:18]=[N:19][CH:20]=[CH:21][CH:22]=2)[OH:16])=[C:4]([F:14])[C:5]([C@H:8]([NH:11][CH3:12])[CH2:9][CH3:10])=[CH:6][CH:7]=1.